Dataset: Reaction yield outcomes from USPTO patents with 853,638 reactions. Task: Predict the reaction yield, written as a fraction of the theoretical maximum amount of product (1.0 means a 100% yield; for example, 0.34 means a 34% yield). The reactants are [CH2:1]([O:3][C:4]1[C:5]([CH3:38])=[C:6]([CH3:37])[C:7]2[N:8]([C:10]([C:31]3[CH:36]=[CH:35][CH:34]=[CH:33][CH:32]=3)=[C:11]([C:13]3[CH:18]=[CH:17][C:16]([C:19]4([NH:23]C(=O)OC(C)(C)C)[CH2:22][CH2:21][CH2:20]4)=[CH:15][CH:14]=3)[N:12]=2)[N:9]=1)[CH3:2].CO.Cl.O1CCOCC1. The catalyst is C(Cl)Cl. The product is [CH2:1]([O:3][C:4]1[C:5]([CH3:38])=[C:6]([CH3:37])[C:7]2[N:8]([C:10]([C:31]3[CH:32]=[CH:33][CH:34]=[CH:35][CH:36]=3)=[C:11]([C:13]3[CH:14]=[CH:15][C:16]([C:19]4([NH2:23])[CH2:20][CH2:21][CH2:22]4)=[CH:17][CH:18]=3)[N:12]=2)[N:9]=1)[CH3:2]. The yield is 0.820.